From a dataset of Full USPTO retrosynthesis dataset with 1.9M reactions from patents (1976-2016). Predict the reactants needed to synthesize the given product. (1) Given the product [Br:1][C:2]1[C:7]([CH3:8])=[CH:6][C:5]([CH2:9][CH2:10][C:11]([O:13][CH2:14][CH3:15])=[O:12])=[CH:4][C:3]=1[CH3:16], predict the reactants needed to synthesize it. The reactants are: [Br:1][C:2]1[C:7]([CH3:8])=[CH:6][C:5](/[CH:9]=[CH:10]/[C:11]([O:13][CH2:14][CH3:15])=[O:12])=[CH:4][C:3]=1[CH3:16]. (2) The reactants are: Cl[CH2:2][C:3]1[N:4]=[N:5][C:6]([C:9]2[CH:14]=[CH:13][CH:12]=[CH:11][C:10]=2[Cl:15])=[CH:7][CH:8]=1.[N-:16]=[N+:17]=[N-:18].[Na+].O. Given the product [N:16]([CH2:2][C:3]1[N:4]=[N:5][C:6]([C:9]2[CH:14]=[CH:13][CH:12]=[CH:11][C:10]=2[Cl:15])=[CH:7][CH:8]=1)=[N+:17]=[N-:18], predict the reactants needed to synthesize it. (3) Given the product [C:1]([C:3]1[CH:11]=[C:10]2[C:6]([CH:7]=[CH:8][N:9]2[CH2:19][C:20]([O:22][C:23]([CH3:26])([CH3:25])[CH3:24])=[O:21])=[CH:5][CH:4]=1)#[N:2], predict the reactants needed to synthesize it. The reactants are: [C:1]([C:3]1[CH:11]=[C:10]2[C:6]([CH:7]=[CH:8][NH:9]2)=[CH:5][CH:4]=1)#[N:2].C(=O)([O-])[O-].[Cs+].[Cs+].Br[CH2:19][C:20]([O:22][C:23]([CH3:26])([CH3:25])[CH3:24])=[O:21]. (4) Given the product [CH2:1]([O:5][C:6]1[CH:11]=[CH:10][C:9]([S:12]([C:15]2([C:24]([OH:26])=[O:25])[NH:21][CH2:20][CH2:19][CH2:18][S:17][C:16]2([CH3:22])[CH3:23])(=[O:13])=[O:14])=[CH:8][CH:7]=1)[C:2]#[C:3][CH3:4], predict the reactants needed to synthesize it. The reactants are: [CH2:1]([O:5][C:6]1[CH:11]=[CH:10][C:9]([S:12]([C:15]2([C:24]([O-:26])=[O:25])[NH:21][CH2:20][CH2:19][CH2:18][S:17][C:16]2([CH3:23])[CH3:22])(=[O:14])=[O:13])=[CH:8][CH:7]=1)[C:2]#[C:3][CH3:4].FC(F)(F)C(O)=O.